The task is: Regression. Given two drug SMILES strings and cell line genomic features, predict the synergy score measuring deviation from expected non-interaction effect.. This data is from NCI-60 drug combinations with 297,098 pairs across 59 cell lines. (1) Drug 1: CN(CC1=CN=C2C(=N1)C(=NC(=N2)N)N)C3=CC=C(C=C3)C(=O)NC(CCC(=O)O)C(=O)O. Drug 2: CN(CCCl)CCCl.Cl. Cell line: SF-539. Synergy scores: CSS=15.7, Synergy_ZIP=-5.23, Synergy_Bliss=-6.64, Synergy_Loewe=-13.3, Synergy_HSA=-5.25. (2) Drug 1: C1=CC(=CC=C1CC(C(=O)O)N)N(CCCl)CCCl.Cl. Drug 2: C1=NC(=NC(=O)N1C2C(C(C(O2)CO)O)O)N. Cell line: NCI-H460. Synergy scores: CSS=29.9, Synergy_ZIP=-1.09, Synergy_Bliss=2.03, Synergy_Loewe=-6.06, Synergy_HSA=2.93. (3) Drug 1: C1=C(C(=O)NC(=O)N1)F. Drug 2: CC1C(C(CC(O1)OC2CC(CC3=C2C(=C4C(=C3O)C(=O)C5=C(C4=O)C(=CC=C5)OC)O)(C(=O)CO)O)N)O.Cl. Cell line: HL-60(TB). Synergy scores: CSS=51.7, Synergy_ZIP=-12.3, Synergy_Bliss=-17.9, Synergy_Loewe=-11.3, Synergy_HSA=-9.86. (4) Drug 1: CC1=C(C(CCC1)(C)C)C=CC(=CC=CC(=CC(=O)O)C)C. Drug 2: C1C(C(OC1N2C=NC3=C2NC=NCC3O)CO)O. Cell line: SW-620. Synergy scores: CSS=-3.52, Synergy_ZIP=0.593, Synergy_Bliss=-5.07, Synergy_Loewe=-4.89, Synergy_HSA=-7.08.